Dataset: Catalyst prediction with 721,799 reactions and 888 catalyst types from USPTO. Task: Predict which catalyst facilitates the given reaction. (1) Reactant: [Cl:1][C:2]1[C:3]([NH:22][C:23]2[C:28]([C:29]3[O:30][C:31](=[CH2:34])[CH2:32][N:33]=3)=[CH:27][CH:26]=[CH:25][C:24]=2[F:35])=[N:4][C:5]([NH:8][C:9]2[CH:10]=[CH:11][C:12]3[N:18]([CH3:19])[C:17](=[O:20])[O:16][CH2:15][CH2:14][C:13]=3[CH:21]=2)=[N:6][CH:7]=1.Cl.O1CCOCC1. Product: [Cl:1][C:2]1[C:3]([NH:22][C:23]2[C:28]([C:29]3[O:30][C:31]([CH3:34])=[CH:32][N:33]=3)=[CH:27][CH:26]=[CH:25][C:24]=2[F:35])=[N:4][C:5]([NH:8][C:9]2[CH:10]=[CH:11][C:12]3[N:18]([CH3:19])[C:17](=[O:20])[O:16][CH2:15][CH2:14][C:13]=3[CH:21]=2)=[N:6][CH:7]=1. The catalyst class is: 10. (2) Reactant: [OH:1][CH2:2][C:3]1[CH:7]=[C:6]([C:8]2[N:13]=[CH:12][CH:11]=[CH:10][N:9]=2)[O:5][N:4]=1.C(N(CC)CC)C.[CH3:21][S:22](Cl)(=[O:24])=[O:23]. Product: [CH3:21][S:22]([O:1][CH2:2][C:3]1[CH:7]=[C:6]([C:8]2[N:13]=[CH:12][CH:11]=[CH:10][N:9]=2)[O:5][N:4]=1)(=[O:24])=[O:23]. The catalyst class is: 4. (3) Reactant: [CH2:1]([S:8][C:9]1[C:14]([Br:15])=[CH:13][C:12]([N+:16]([O-])=O)=[CH:11][N:10]=1)[C:2]1[CH:7]=[CH:6][CH:5]=[CH:4][CH:3]=1.Cl. Product: [CH2:1]([S:8][C:9]1[N:10]=[CH:11][C:12]([NH2:16])=[CH:13][C:14]=1[Br:15])[C:2]1[CH:3]=[CH:4][CH:5]=[CH:6][CH:7]=1. The catalyst class is: 190. (4) Reactant: [Cl:1][C:2]1[CH:7]=[CH:6][C:5]([C:8]2[CH:13]=[CH:12][CH:11]=[CH:10][C:9]=2[S:14]([NH:17][C:18]2[CH:27]=[CH:26][C:25]([O:28][CH3:29])=[C:24]3[C:19]=2[CH2:20][CH2:21][C@H:22]([CH2:30][NH:31][C:32](=[O:38])[O:33][C:34]([CH3:37])([CH3:36])[CH3:35])[CH2:23]3)(=[O:16])=[O:15])=[CH:4][CH:3]=1.[H-].[Na+].I[CH3:42].O. Product: [Cl:1][C:2]1[CH:7]=[CH:6][C:5]([C:8]2[CH:13]=[CH:12][CH:11]=[CH:10][C:9]=2[S:14]([N:17]([CH3:42])[C:18]2[CH:27]=[CH:26][C:25]([O:28][CH3:29])=[C:24]3[C:19]=2[CH2:20][CH2:21][C@H:22]([CH2:30][NH:31][C:32](=[O:38])[O:33][C:34]([CH3:35])([CH3:37])[CH3:36])[CH2:23]3)(=[O:15])=[O:16])=[CH:4][CH:3]=1. The catalyst class is: 3. (5) Reactant: [C:1]1([S:7](Cl)(=[O:9])=[O:8])[CH:6]=[CH:5][CH:4]=[CH:3][CH:2]=1.[NH:11]1[CH2:15][CH2:14][CH2:13][C@H:12]1[C:16]([OH:18])=[O:17].C([O-])([O-])=O.[Na+].[Na+]. Product: [C:1]1([S:7]([N:11]2[CH2:15][CH2:14][CH2:13][C@H:12]2[C:16]([OH:18])=[O:17])(=[O:9])=[O:8])[CH:6]=[CH:5][CH:4]=[CH:3][CH:2]=1. The catalyst class is: 1.